This data is from TCR-epitope binding with 47,182 pairs between 192 epitopes and 23,139 TCRs. The task is: Binary Classification. Given a T-cell receptor sequence (or CDR3 region) and an epitope sequence, predict whether binding occurs between them. The epitope is EIYKRWII. The TCR CDR3 sequence is CASSQGPASMEANTEAFF. Result: 0 (the TCR does not bind to the epitope).